This data is from Full USPTO retrosynthesis dataset with 1.9M reactions from patents (1976-2016). The task is: Predict the reactants needed to synthesize the given product. (1) The reactants are: Cl[C:2]1[N:7]=[CH:6][C:5]([C:8]2[O:12][N:11]=[C:10]([C:13]3[CH:21]=[CH:20][C:19]4[NH:18][C:17]5[CH:22]([CH2:25][C:26](OCC)=[O:27])[CH2:23][CH2:24][C:16]=5[C:15]=4[CH:14]=3)[N:9]=2)=[CH:4][CH:3]=1.C[OH:32].C[C:34]([O-:37])(C)C.[K+].[OH-].[Na+]. Given the product [CH3:34][O:37][C:2]1[N:7]=[CH:6][C:5]([C:8]2[O:12][N:11]=[C:10]([C:13]3[CH:21]=[CH:20][C:19]4[NH:18][C:17]5[CH:22]([CH2:25][C:26]([OH:27])=[O:32])[CH2:23][CH2:24][C:16]=5[C:15]=4[CH:14]=3)[N:9]=2)=[CH:4][CH:3]=1, predict the reactants needed to synthesize it. (2) Given the product [F:1][C:2]([F:16])([CH:13]([F:15])[F:14])[CH2:3][O:4][C:5]1[CH:12]=[CH:11][C:8]([CH2:9][N:21]2[CH2:22][C@@H:17]3[CH2:23][C@H:20]2[CH2:19][N:18]3[CH2:24][C:25]2[CH:34]=[CH:33][C:28]([C:29]([O:31][CH3:32])=[O:30])=[CH:27][CH:26]=2)=[CH:7][CH:6]=1, predict the reactants needed to synthesize it. The reactants are: [F:1][C:2]([F:16])([CH:13]([F:15])[F:14])[CH2:3][O:4][C:5]1[CH:12]=[CH:11][C:8]([CH:9]=O)=[CH:7][CH:6]=1.[C@H:17]12[CH2:23][C@H:20]([NH:21][CH2:22]1)[CH2:19][N:18]2[CH2:24][C:25]1[CH:34]=[CH:33][C:28]([C:29]([O:31][CH3:32])=[O:30])=[CH:27][CH:26]=1.C(O[BH-](OC(=O)C)OC(=O)C)(=O)C.[Na+].C(=O)(O)[O-].[Na+]. (3) Given the product [OH:17][CH2:16][CH2:15][C:13]1[CH:12]=[CH:11][N:10]=[C:9]([NH:8][C:6](=[O:7])[O:5][C:1]([CH3:3])([CH3:2])[CH3:4])[CH:14]=1, predict the reactants needed to synthesize it. The reactants are: [C:1]([O:5][C:6]([NH:8][C:9]1[CH:14]=[C:13]([CH2:15][C:16](OCC)=[O:17])[CH:12]=[CH:11][N:10]=1)=[O:7])([CH3:4])([CH3:3])[CH3:2].CC(C[AlH]CC(C)C)C.O. (4) Given the product [C:27]([C:29]1[CH:50]=[C:49]([C:2]2[N:3]=[C:4]([NH:8][C:9]3[CH:14]=[CH:13][C:12]([N:15]4[CH2:20][CH2:19][N:18]([CH:21]5[CH2:24][O:23][CH2:22]5)[CH2:17][CH2:16]4)=[C:11]([O:25][CH3:26])[CH:10]=3)[N:5]=[CH:6][N:7]=2)[CH:48]=[CH:47][C:30]=1[O:31][C@H:32]1[CH2:37][CH2:36][N:35]([C:38]([O:40][C:41]([CH3:44])([CH3:43])[CH3:42])=[O:39])[CH2:34][C:33]1([F:46])[F:45])#[N:28], predict the reactants needed to synthesize it. The reactants are: Cl[C:2]1[N:7]=[CH:6][N:5]=[C:4]([NH:8][C:9]2[CH:14]=[CH:13][C:12]([N:15]3[CH2:20][CH2:19][N:18]([CH:21]4[CH2:24][O:23][CH2:22]4)[CH2:17][CH2:16]3)=[C:11]([O:25][CH3:26])[CH:10]=2)[N:3]=1.[C:27]([C:29]1[CH:50]=[C:49](B2OC(C)(C)C(C)(C)O2)[CH:48]=[CH:47][C:30]=1[O:31][C@H:32]1[CH2:37][CH2:36][N:35]([C:38]([O:40][C:41]([CH3:44])([CH3:43])[CH3:42])=[O:39])[CH2:34][C:33]1([F:46])[F:45])#[N:28].C(=O)([O-])[O-].[Na+].[Na+]. (5) Given the product [C:43]([O:42][C:40]([N:33]1[C:29]2=[N:30][CH:31]=[CH:32][C:27]([CH2:25][NH:15][C@H:16]([CH:20]3[CH2:24][CH2:23][CH2:22][CH2:21]3)[C:17]([OH:19])=[O:18])=[C:28]2[C:35]([C:36]([O:38][CH3:39])=[O:37])=[CH:34]1)=[O:41])([CH3:46])([CH3:45])[CH3:44], predict the reactants needed to synthesize it. The reactants are: C(O[BH-](OC(=O)C)OC(=O)C)(=O)C.[Na+].[NH2:15][C@H:16]([CH:20]1[CH2:24][CH2:23][CH2:22][CH2:21]1)[C:17]([OH:19])=[O:18].[CH:25]([C:27]1[CH:32]=[CH:31][N:30]=[C:29]2[N:33]([C:40]([O:42][C:43]([CH3:46])([CH3:45])[CH3:44])=[O:41])[CH:34]=[C:35]([C:36]([O:38][CH3:39])=[O:37])[C:28]=12)=O.